The task is: Predict the product of the given reaction.. This data is from Forward reaction prediction with 1.9M reactions from USPTO patents (1976-2016). (1) The product is: [CH3:11][O:10][C:9]1[C:4]([C:3]([OH:14])=[O:2])=[CH:5][N:6]=[C:7]([O:12][CH3:13])[CH:8]=1. Given the reactants C[O:2][C:3](=[O:14])[C:4]1[C:9]([O:10][CH3:11])=[CH:8][C:7]([O:12][CH3:13])=[N:6][CH:5]=1.C1COCC1.O.O[Li].O, predict the reaction product. (2) The product is: [CH:1]([C:5]1[CH:6]=[CH:7][C:8]([OH:13])=[C:9]([CH:12]=1)[C:10]([OH:14])=[O:11])([CH2:3][CH3:4])[CH3:2]. Given the reactants [CH:1]([C:5]1[CH:6]=[CH:7][C:8]([OH:13])=[C:9]([CH:12]=1)[CH:10]=[O:11])([CH2:3][CH3:4])[CH3:2].[OH:14]C1C=CC(C(F)(F)F)=CC=1C=O, predict the reaction product. (3) The product is: [C:7]([NH:1][C@H:2]([CH2:5][CH3:6])[CH2:3][OH:4])([C:8]1[CH:13]=[CH:12][CH:11]=[CH:10][CH:9]=1)([C:20]1[CH:21]=[CH:22][CH:23]=[CH:24][CH:25]=1)[C:14]1[CH:15]=[CH:16][CH:17]=[CH:18][CH:19]=1. Given the reactants [NH2:1][C@H:2]([CH2:5][CH3:6])[CH2:3][OH:4].[C:7](Cl)([C:20]1[CH:25]=[CH:24][CH:23]=[CH:22][CH:21]=1)([C:14]1[CH:19]=[CH:18][CH:17]=[CH:16][CH:15]=1)[C:8]1[CH:13]=[CH:12][CH:11]=[CH:10][CH:9]=1.CCCCCC.CO, predict the reaction product.